Dataset: Catalyst prediction with 721,799 reactions and 888 catalyst types from USPTO. Task: Predict which catalyst facilitates the given reaction. (1) Reactant: [Br:1][C:2]1[CH:3]=[C:4]([N:11]2[CH2:16][CH2:15][O:14][CH2:13][CH2:12]2)[CH:5]=[N:6][C:7]=1[N+:8]([O-])=O.[NH4+].[Cl-]. Product: [Br:1][C:2]1[C:7]([NH2:8])=[N:6][CH:5]=[C:4]([N:11]2[CH2:12][CH2:13][O:14][CH2:15][CH2:16]2)[CH:3]=1. The catalyst class is: 284. (2) Reactant: [H-].[Na+].[Cl:3][C:4]1[CH:9]=[C:8]([Cl:10])[CH:7]=[C:6]([Cl:11])[C:5]=1[CH2:12][C:13]#[N:14].Br[CH2:16][CH2:17]Br. Product: [Cl:3][C:4]1[CH:9]=[C:8]([Cl:10])[CH:7]=[C:6]([Cl:11])[C:5]=1[C:12]1([C:13]#[N:14])[CH2:17][CH2:16]1. The catalyst class is: 1. (3) Reactant: Br[C:2]1[CH:3]=[CH:4][C:5]([NH:8][C:9]([NH:11][CH3:12])=[O:10])=[N:6][CH:7]=1.CC([O-])=O.[K+].[B:18]1([B:18]2[O:22][C:21]([CH3:24])([CH3:23])[C:20]([CH3:26])([CH3:25])[O:19]2)[O:22][C:21]([CH3:24])([CH3:23])[C:20]([CH3:26])([CH3:25])[O:19]1.C(Cl)Cl. Product: [CH3:12][NH:11][C:9]([NH:8][C:5]1[CH:4]=[CH:3][C:2]([B:18]2[O:22][C:21]([CH3:24])([CH3:23])[C:20]([CH3:26])([CH3:25])[O:19]2)=[CH:7][N:6]=1)=[O:10]. The catalyst class is: 11. (4) Reactant: [N+:1]([C:4]1[CH:5]=[CH:6][C:7]([CH2:10][C:11]([O:13][CH3:14])=[O:12])=[N:8][CH:9]=1)([O-])=O. Product: [NH2:1][C:4]1[CH:5]=[CH:6][C:7]([CH2:10][C:11]([O:13][CH3:14])=[O:12])=[N:8][CH:9]=1. The catalyst class is: 19. (5) Reactant: [C:1]1([C@@H:7]2[CH2:9][C@H:8]2[NH:10][CH2:11][CH2:12][CH:13]2[CH2:18][CH2:17][N:16]([C:19]([O:21][C:22]([CH3:25])([CH3:24])[CH3:23])=[O:20])[CH2:15][CH2:14]2)[CH:6]=[CH:5][CH:4]=[CH:3][CH:2]=1.C(N(CC)CC)C.[F:33][C:34]([F:45])([F:44])[C:35](O[C:35](=[O:36])[C:34]([F:45])([F:44])[F:33])=[O:36]. Product: [F:33][C:34]([F:45])([F:44])[C:35]([N:10]([CH2:11][CH2:12][CH:13]1[CH2:18][CH2:17][N:16]([C:19]([O:21][C:22]([CH3:25])([CH3:24])[CH3:23])=[O:20])[CH2:15][CH2:14]1)[C@@H:8]1[CH2:9][C@H:7]1[C:1]1[CH:6]=[CH:5][CH:4]=[CH:3][CH:2]=1)=[O:36]. The catalyst class is: 373. (6) Reactant: [N:1]1([C:6]2[N:11]=[C:10]([NH:12][C:13]3[CH:14]=[C:15]([NH:22][C@@H:23]4[CH2:28][CH2:27][CH2:26][CH2:25][C@@H:24]4[NH:29]C(=O)OC(C)(C)C)[N:16]=[N:17][C:18]=3[C:19](=[O:21])[NH2:20])[CH:9]=[CH:8][CH:7]=2)[CH:5]=[CH:4][CH:3]=[N:2]1.FC(F)(F)C(O)=O. Product: [N:1]1([C:6]2[N:11]=[C:10]([NH:12][C:13]3[CH:14]=[C:15]([NH:22][C@@H:23]4[CH2:28][CH2:27][CH2:26][CH2:25][C@@H:24]4[NH2:29])[N:16]=[N:17][C:18]=3[C:19]([NH2:20])=[O:21])[CH:9]=[CH:8][CH:7]=2)[CH:5]=[CH:4][CH:3]=[N:2]1. The catalyst class is: 4. (7) Reactant: C([Li])CCC.[CH3:6][P:7](=[O:14])([O:11][CH2:12][CH3:13])[O:8][CH2:9][CH3:10].[CH2:15]([O:22][C@H:23]1[C@H:28]([O:29][CH2:30][C:31]2[CH:36]=[CH:35][CH:34]=[CH:33][CH:32]=2)[C@H:27]([O:37][CH2:38][C:39]2[CH:44]=[CH:43][CH:42]=[CH:41][CH:40]=2)[C@H:26]([CH3:45])[O:25][C:24]1=[O:46])[C:16]1[CH:21]=[CH:20][CH:19]=[CH:18][CH:17]=1. Product: [CH2:15]([O:22][C@H:23]1[C@H:28]([O:29][CH2:30][C:31]2[CH:36]=[CH:35][CH:34]=[CH:33][CH:32]=2)[C@H:27]([O:37][CH2:38][C:39]2[CH:40]=[CH:41][CH:42]=[CH:43][CH:44]=2)[C@H:26]([CH3:45])[O:25][C@@:24]1([CH2:6][P:7](=[O:14])([O:11][CH2:12][CH3:13])[O:8][CH2:9][CH3:10])[OH:46])[C:16]1[CH:21]=[CH:20][CH:19]=[CH:18][CH:17]=1. The catalyst class is: 1. (8) Reactant: CS(C)=O.[CH3:5][C:6]1[CH:7]=[C:8]([OH:20])[C:9]([C:13]2[CH:18]=[CH:17][C:16]([CH3:19])=[CH:15][N:14]=2)=[N:10][C:11]=1[CH3:12].Cl[C:22]1[C:31]2[C:26](=[CH:27][C:28]([C:32]([F:35])([F:34])[F:33])=[CH:29][CH:30]=2)[N:25]=[CH:24][CH:23]=1.C(=O)([O-])[O-].[Cs+].[Cs+]. Product: [CH3:5][C:6]1[CH:7]=[C:8]([O:20][C:22]2[C:31]3[C:26](=[CH:27][C:28]([C:32]([F:35])([F:33])[F:34])=[CH:29][CH:30]=3)[N:25]=[CH:24][CH:23]=2)[C:9]([C:13]2[CH:18]=[CH:17][C:16]([CH3:19])=[CH:15][N:14]=2)=[N:10][C:11]=1[CH3:12]. The catalyst class is: 6. (9) Reactant: Br[CH2:2][CH2:3][CH:4]=[C:5]([C:12]1[CH:17]=[CH:16][CH:15]=[C:14]([O:18][CH3:19])[CH:13]=1)[C:6]1[CH:7]=[N:8][CH:9]=[CH:10][CH:11]=1.[Cl:20][C:21]1[CH:26]=[CH:25][C:24]([C:27]2([OH:33])[CH2:32][CH2:31][NH:30][CH2:29][CH2:28]2)=[CH:23][CH:22]=1.C(=O)([O-])[O-].[K+].[K+].[I-].[K+]. Product: [Cl:20][C:21]1[CH:26]=[CH:25][C:24]([C:27]2([OH:33])[CH2:28][CH2:29][N:30]([CH2:2][CH2:3][CH:4]=[C:5]([C:12]3[CH:17]=[CH:16][CH:15]=[C:14]([O:18][CH3:19])[CH:13]=3)[C:6]3[CH:7]=[N:8][CH:9]=[CH:10][CH:11]=3)[CH2:31][CH2:32]2)=[CH:23][CH:22]=1. The catalyst class is: 248.